Predict the product of the given reaction. From a dataset of Forward reaction prediction with 1.9M reactions from USPTO patents (1976-2016). (1) The product is: [CH2:1]([NH:8][C:9]1[N:14]2[N:15]=[CH:16][C:17]([C:18]([N:35]3[CH2:40][CH2:39][O:38][CH2:37][CH2:36]3)=[O:19])=[C:13]2[N:12]=[CH:11][C:10]=1[C:21]([N:23]1[CH2:28][CH2:27][CH:26]([C:29]2[CH:30]=[CH:31][CH:32]=[CH:33][CH:34]=2)[CH2:25][CH2:24]1)=[O:22])[C:2]1[CH:3]=[CH:4][CH:5]=[CH:6][CH:7]=1. Given the reactants [CH2:1]([NH:8][C:9]1[N:14]2[N:15]=[CH:16][C:17]([C:18](O)=[O:19])=[C:13]2[N:12]=[CH:11][C:10]=1[C:21]([N:23]1[CH2:28][CH2:27][CH:26]([C:29]2[CH:34]=[CH:33][CH:32]=[CH:31][CH:30]=2)[CH2:25][CH2:24]1)=[O:22])[C:2]1[CH:7]=[CH:6][CH:5]=[CH:4][CH:3]=1.[NH:35]1[CH2:40][CH2:39][O:38][CH2:37][CH2:36]1.C1C=CC2N(O)N=NC=2C=1.C(O)(=O)CC(CC(O)=O)(C(O)=O)O, predict the reaction product. (2) Given the reactants [NH2:1][C:2]1[CH:10]=[CH:9][C:8]([Cl:11])=[CH:7][C:3]=1[C:4]([OH:6])=[O:5].[N-:12]=[N+:13]=[N-:14].[Na+].[CH:16](OC)(OC)OC, predict the reaction product. The product is: [Cl:11][C:8]1[CH:9]=[CH:10][C:2]([N:1]2[CH:16]=[N:14][N:13]=[N:12]2)=[C:3]([CH:7]=1)[C:4]([OH:6])=[O:5]. (3) Given the reactants [NH2:1][C:2]1[CH:3]=[CH:4][C:5]2[CH2:11][CH2:10][CH2:9][C:8]([C:12]([O:14][CH3:15])=[O:13])=[C:7]([CH3:16])[C:6]=2[CH:17]=1.[F:18][C:19]1[CH:20]=[CH:21][C:22]([C:25](O)=[O:26])=[N:23][CH:24]=1, predict the reaction product. The product is: [F:18][C:19]1[CH:20]=[CH:21][C:22]([C:25]([NH:1][C:2]2[CH:3]=[CH:4][C:5]3[CH2:11][CH2:10][CH2:9][C:8]([C:12]([O:14][CH3:15])=[O:13])=[C:7]([CH3:16])[C:6]=3[CH:17]=2)=[O:26])=[N:23][CH:24]=1. (4) Given the reactants [NH2:1][C:2]1[CH:7]=[CH:6][C:5]([C:8]2[N:9]=[C:10]([CH2:13][N:14]3[CH:18]=[C:17]([C:19]([O:21][CH2:22][CH3:23])=[O:20])[CH:16]=[N:15]3)[S:11][CH:12]=2)=[CH:4][CH:3]=1.C(N(CC)CC)C.[CH3:31][O:32][CH2:33][C:34](Cl)=[O:35], predict the reaction product. The product is: [CH3:31][O:32][CH2:33][C:34]([NH:1][C:2]1[CH:7]=[CH:6][C:5]([C:8]2[N:9]=[C:10]([CH2:13][N:14]3[CH:18]=[C:17]([C:19]([O:21][CH2:22][CH3:23])=[O:20])[CH:16]=[N:15]3)[S:11][CH:12]=2)=[CH:4][CH:3]=1)=[O:35]. (5) Given the reactants [CH:1]12[CH2:7][CH:4]([CH2:5][CH2:6]1)[CH2:3][CH2:2]2.[I:8](O)(O)(O)(O)(O)=O.[C:15]([OH:21])([C:17]([F:20])([F:19])[F:18])=[O:16].FC(F)(F)C(OC(=O)C(F)(F)F)=O.CCCCCCCCCCCC, predict the reaction product. The product is: [F:18][C:17]([F:20])([F:19])[C:15]([O:21][C:1]12[CH2:7][CH:4]([CH2:5][CH2:6]1)[CH2:3][CH2:2]2)=[O:16].[I+7:8]. (6) Given the reactants Cl[C:2]1[N:7]=[C:6]([N:8]2[C@@H:12]([CH:13]([CH3:15])[CH3:14])[CH2:11][O:10][C:9]2=[O:16])[CH:5]=[CH:4][N:3]=1.[F:17][C:18]1[CH:23]=[C:22]([C:24]2([CH3:27])[CH2:26][CH2:25]2)[CH:21]=[CH:20][C:19]=1[C@@H:28]([NH2:30])[CH3:29].CCN(C(C)C)C(C)C.C(O)(C(F)(F)F)=O, predict the reaction product. The product is: [F:17][C:18]1[CH:23]=[C:22]([C:24]2([CH3:27])[CH2:25][CH2:26]2)[CH:21]=[CH:20][C:19]=1[C@@H:28]([NH:30][C:2]1[N:7]=[C:6]([N:8]2[C@@H:12]([CH:13]([CH3:15])[CH3:14])[CH2:11][O:10][C:9]2=[O:16])[CH:5]=[CH:4][N:3]=1)[CH3:29]. (7) Given the reactants [CH2:1]=[C:2]([C:7]([O:10]S(F)(=O)=O)([F:9])[F:8])[C:3]([F:6])([F:5])[F:4].[C:15](O[K])([C:21]([F:24])([F:23])[F:22])([C:17]([F:20])([F:19])[F:18])[F:16].[F-].[K+].FC(F)(F)C(C(F)(F)F)=O, predict the reaction product. The product is: [CH2:1]=[C:2]([C:7]([O:10][C:15]([C:21]([F:24])([F:23])[F:22])([C:17]([F:20])([F:19])[F:18])[F:16])([F:9])[F:8])[C:3]([F:6])([F:5])[F:4]. (8) Given the reactants [CH3:1][S:2][C:3]1[N:8]=[CH:7][N:6]=[C:5]([CH2:9][C:10]#[N:11])[CH:4]=1.ClC1C=C(C=CC=1)C(OO)=[O:17], predict the reaction product. The product is: [CH3:1][S:2]([C:3]1[N:8]=[CH:7][N:6]=[C:5]([CH2:9][C:10]#[N:11])[CH:4]=1)=[O:17]. (9) Given the reactants [CH2:1]([CH:3]1[O:5][CH2:4]1)[Cl:2].[O:6]([C:13]1[CH:19]=[CH:18][C:16]([NH2:17])=[CH:15][CH:14]=1)[C:7]1[CH:12]=[CH:11][CH:10]=[CH:9][CH:8]=1, predict the reaction product. The product is: [O:6]([C:13]1[CH:14]=[CH:15][C:16]([N:17]([CH2:4][CH:3]([OH:5])[CH2:1][Cl:2])[CH2:4][CH:3]([OH:5])[CH2:1][Cl:2])=[CH:18][CH:19]=1)[C:7]1[CH:8]=[CH:9][CH:10]=[CH:11][CH:12]=1. (10) Given the reactants [CH3:1][N:2]1[C:7](=[O:8])[C:6]2=[C:9]([NH:12][C:13]3[CH:18]=[CH:17][CH:16]=[CH:15][CH:14]=3)[NH:10][N:11]=[C:5]2[N:4]2[C@H:19]3[CH2:24][CH2:23][CH2:22][C@H:20]3[N:21]=[C:3]12.I[CH2:26][CH:27]1[CH2:32][CH2:31][O:30][CH2:29][CH2:28]1.C([O-])([O-])=O.[Cs+].[Cs+], predict the reaction product. The product is: [CH3:1][N:2]1[C:7](=[O:8])[C:6]2[C:9]([NH:12][C:13]3[CH:18]=[CH:17][CH:16]=[CH:15][CH:14]=3)=[N:10][N:11]([CH2:26][CH:27]3[CH2:32][CH2:31][O:30][CH2:29][CH2:28]3)[C:5]=2[N:4]2[C@H:19]3[CH2:24][CH2:23][CH2:22][C@H:20]3[N:21]=[C:3]12.